Dataset: Reaction yield outcomes from USPTO patents with 853,638 reactions. Task: Predict the reaction yield, written as a fraction of the theoretical maximum amount of product (1.0 means a 100% yield; for example, 0.34 means a 34% yield). (1) The catalyst is C(Cl)Cl. The yield is 0.730. The product is [C:15]([NH:1][CH2:2][C:3]1[CH:4]=[C:5]([Sn:10]([CH3:13])([CH3:12])[CH3:11])[CH:6]=[CH:7][C:8]=1[F:9])(=[O:16])[CH3:14]. The reactants are [NH2:1][CH2:2][C:3]1[CH:4]=[C:5]([Sn:10]([CH3:13])([CH3:12])[CH3:11])[CH:6]=[CH:7][C:8]=1[F:9].[CH3:14][C:15](OC(C)=O)=[O:16].CCN(CC)CC.CCOC(C)=O.O. (2) The reactants are C(OC([N:8]1[CH2:11][CH:10]([N:12]2[CH2:17][CH2:16][NH:15][C:14](=[O:18])[CH2:13]2)[CH2:9]1)=O)(C)(C)C.C(O)(C(F)(F)F)=O. The catalyst is C(Cl)Cl. The product is [NH:8]1[CH2:9][CH:10]([N:12]2[CH2:17][CH2:16][NH:15][C:14](=[O:18])[CH2:13]2)[CH2:11]1. The yield is 0.930. (3) The reactants are [CH2:1]([N:8]([CH2:19][C:20]1[CH:25]=[CH:24][C:23]([OH:26])=[CH:22][CH:21]=1)[C:9]1[CH:14]=[CH:13][CH:12]=[C:11]([N+:15]([O-:17])=[O:16])[C:10]=1[CH3:18])[C:2]1[CH:7]=[CH:6][CH:5]=[CH:4][CH:3]=1.[CH3:27][O:28][C:29](=[O:37])[C:30]1[CH:35]=[CH:34][C:33](Br)=[CH:32][CH:31]=1.[O-]P([O-])([O-])=O.[K+].[K+].[K+].C(P(C(C)(C)C)C1C=CC=CC=1C1C=CC=CC=1)(C)(C)C. The catalyst is CC([O-])=O.CC([O-])=O.[Pd+2].C1(C)C=CC=CC=1. The product is [CH2:1]([N:8]([CH2:19][C:20]1[CH:25]=[CH:24][C:23]([O:26][C:33]2[CH:34]=[CH:35][C:30]([C:29]([O:28][CH3:27])=[O:37])=[CH:31][CH:32]=2)=[CH:22][CH:21]=1)[C:9]1[CH:14]=[CH:13][CH:12]=[C:11]([N+:15]([O-:17])=[O:16])[C:10]=1[CH3:18])[C:2]1[CH:7]=[CH:6][CH:5]=[CH:4][CH:3]=1. The yield is 0.920. (4) The reactants are [OH:1][C@H:2]1[CH2:7][CH2:6][C@H:5]([NH:8][C:9]2[N:14]=[C:13]([C:15](OCC)=[O:16])[C:12]([N+:20]([O-])=O)=[C:11]([NH:23][C:24]3[CH:29]=[CH:28][CH:27]=[CH:26][C:25]=3[O:30][CH3:31])[N:10]=2)[CH2:4][CH2:3]1.ClC1N=C([C:39](OCC)=[O:40])C([N+]([O-])=O)=C(NC2C=CC=CC=2OC)N=1.[NH2:56][C@H]1CC[C@H](O)CC1.C(N(C(C)C)CC)(C)C. The catalyst is CN(C)C=O. The product is [OH:1][C@H:2]1[CH2:7][CH2:6][C@H:5]([NH:8][C:9]2[N:10]=[C:11]3[C:12]([NH:20][C:39](=[O:40])[N:23]3[C:24]3[CH:29]=[CH:28][CH:27]=[CH:26][C:25]=3[O:30][CH3:31])=[C:13]([C:15]([NH2:56])=[O:16])[N:14]=2)[CH2:4][CH2:3]1. The yield is 0.820. (5) The catalyst is [I-].C([N+](CCCC)(CCCC)CCCC)CCC.C(OCC)C. The product is [CH3:1][O:2][C:3]1[CH:8]=[C:7]([B:9]2[O:10][C:11]([CH3:17])([CH3:16])[C:12]([CH3:14])([CH3:15])[O:13]2)[CH:6]=[CH:5][C:4]=1[O:18][CH2:32][C:31]1[CH:34]=[CH:35][C:28]([O:27][CH3:26])=[CH:29][CH:30]=1. The reactants are [CH3:1][O:2][C:3]1[CH:8]=[C:7]([B:9]2[O:13][C:12]([CH3:15])([CH3:14])[C:11]([CH3:17])([CH3:16])[O:10]2)[CH:6]=[CH:5][C:4]=1[OH:18].CN(C=O)C.[H-].[Na+].[CH3:26][O:27][C:28]1[CH:35]=[CH:34][C:31]([CH2:32]Cl)=[CH:30][CH:29]=1. The yield is 0.910.